From a dataset of Forward reaction prediction with 1.9M reactions from USPTO patents (1976-2016). Predict the product of the given reaction. (1) Given the reactants C1C2C(=CC3C(C=2C[O:16][C:17]2[C:18]4[O:37][N:36]=[C:35]([C:38]5[CH:43]=[CH:42][CH:41]=[CH:40][CH:39]=5)[C:19]=4[C:20]([CH2:28][C:29]4[CH:34]=[CH:33][CH:32]=[CH:31][CH:30]=4)=[N:21][C:22]=2[C:23]([O:25][CH2:26][CH3:27])=[O:24])=CC=CC=3)C=CC=1.FC(F)(F)C(O)=O, predict the reaction product. The product is: [CH2:28]([C:20]1[C:19]2[C:35]([C:38]3[CH:39]=[CH:40][CH:41]=[CH:42][CH:43]=3)=[N:36][O:37][C:18]=2[C:17]([OH:16])=[C:22]([C:23]([O:25][CH2:26][CH3:27])=[O:24])[N:21]=1)[C:29]1[CH:34]=[CH:33][CH:32]=[CH:31][CH:30]=1. (2) The product is: [Cl:1][C:2]1[C:11]([C:12]([NH:25][CH2:24][C:23]2[CH:26]=[CH:27][CH:28]=[C:21]([F:20])[CH:22]=2)=[O:13])=[C:10]([CH3:15])[C:9]2[C:4](=[CH:5][C:6]([C:16]([F:19])([F:18])[F:17])=[CH:7][CH:8]=2)[N:3]=1. Given the reactants [Cl:1][C:2]1[C:11]([C:12](Cl)=[O:13])=[C:10]([CH3:15])[C:9]2[C:4](=[CH:5][C:6]([C:16]([F:19])([F:18])[F:17])=[CH:7][CH:8]=2)[N:3]=1.[F:20][C:21]1[CH:22]=[C:23]([CH:26]=[CH:27][CH:28]=1)[CH2:24][NH2:25].CCN(C(C)C)C(C)C.O, predict the reaction product. (3) Given the reactants Br[C:2]1[N:3]=[C:4]([C:15]2[N:19]([CH2:20][O:21][CH2:22][CH2:23][Si:24]([CH3:27])([CH3:26])[CH3:25])[N:18]=[CH:17][CH:16]=2)[N:5]([C:7]2[CH:12]=[CH:11][C:10]([Cl:13])=[CH:9][C:8]=2[Cl:14])[CH:6]=1.C(=O)([O-])[O-].[Cs+].[Cs+].[CH3:34][C:35]1[C:36](B2OC(C)(C)C(C)(C)O2)=[CH:37][C:38]([NH:41][C:42](=[O:44])[CH3:43])=[N:39][CH:40]=1, predict the reaction product. The product is: [Cl:14][C:8]1[CH:9]=[C:10]([Cl:13])[CH:11]=[CH:12][C:7]=1[N:5]1[CH:6]=[C:2]([C:36]2[C:35]([CH3:34])=[CH:40][N:39]=[C:38]([NH:41][C:42](=[O:44])[CH3:43])[CH:37]=2)[N:3]=[C:4]1[C:15]1[N:19]([CH2:20][O:21][CH2:22][CH2:23][Si:24]([CH3:27])([CH3:26])[CH3:25])[N:18]=[CH:17][CH:16]=1.